Dataset: Forward reaction prediction with 1.9M reactions from USPTO patents (1976-2016). Task: Predict the product of the given reaction. (1) Given the reactants [Cl:1][C:2]1[N:10]=[C:9]2[C:5]([N:6]=[CH:7][N:8]2[CH3:11])=[C:4](Cl)[N:3]=1.N[CH:14]([C:21]1[CH:26]=[CH:25][CH:24]=[CH:23][CH:22]=1)[C:15]1[CH:20]=[CH:19][CH:18]=[CH:17][CH:16]=1.[CH2:27]([N:29](CC)CC)C, predict the reaction product. The product is: [Cl:1][C:2]1[N:10]=[C:9]2[C:5]([N:6]=[CH:7][N:8]2[CH3:11])=[C:4]([NH:29][CH2:27][CH:14]([C:21]2[CH:26]=[CH:25][CH:24]=[CH:23][CH:22]=2)[C:15]2[CH:20]=[CH:19][CH:18]=[CH:17][CH:16]=2)[N:3]=1. (2) Given the reactants [C:1]([C:4]1[CH:5]=[C:6]([CH:11]=[CH:12][C:13]=1[OH:14])[C:7]([O:9][CH3:10])=[O:8])(=[O:3])[CH3:2].[CH3:15][C:16]([CH3:18])=O.N1CCCC1, predict the reaction product. The product is: [CH3:15][C:16]1([CH3:18])[CH2:2][C:1](=[O:3])[C:4]2[C:13](=[CH:12][CH:11]=[C:6]([C:7]([O:9][CH3:10])=[O:8])[CH:5]=2)[O:14]1. (3) Given the reactants [CH2:1]([O:3][P:4]([C:9]([C:12]1[CH:17]=[CH:16][C:15]([N+:18]([O-])=O)=[CH:14][CH:13]=1)([CH3:11])[CH3:10])(=[O:8])[O:5][CH2:6][CH3:7])[CH3:2], predict the reaction product. The product is: [CH2:6]([O:5][P:4]([C:9]([C:12]1[CH:13]=[CH:14][C:15]([NH2:18])=[CH:16][CH:17]=1)([CH3:10])[CH3:11])(=[O:8])[O:3][CH2:1][CH3:2])[CH3:7].